This data is from HIV replication inhibition screening data with 41,000+ compounds from the AIDS Antiviral Screen. The task is: Binary Classification. Given a drug SMILES string, predict its activity (active/inactive) in a high-throughput screening assay against a specified biological target. (1) The molecule is CN1C(=O)c2cnc3ccccc3c2C1(O)c1ccccc1. The result is 0 (inactive). (2) The drug is O=[N+]([O-])c1ccc(-n2cnc3c(O)nc(O)nc32)nc1. The result is 0 (inactive). (3) The drug is CC(C)(N=NC(C)(C)C(=O)NCCO)C(=O)NCCO. The result is 0 (inactive). (4) The molecule is Nc1ccc(-c2cc(C(=O)Nc3nccs3)nc(S)n2)cc1. The result is 0 (inactive).